Dataset: Forward reaction prediction with 1.9M reactions from USPTO patents (1976-2016). Task: Predict the product of the given reaction. (1) Given the reactants Cl[C:2]1[N:11]=[C:10]([NH:12][CH2:13][CH:14]([C:21]2[CH:26]=[CH:25][CH:24]=[CH:23][CH:22]=2)[C:15]2[CH:20]=[CH:19][CH:18]=[CH:17][CH:16]=2)[C:9]2[C:4](=[CH:5][CH:6]=[CH:7][CH:8]=2)[N:3]=1.CC1(C)C(C)(C)OB([C:35]2[CH:43]=[CH:42][C:38]3[N:39]=[CH:40][S:41][C:37]=3[CH:36]=2)O1.C(NC1C2C(=CC=CC=2)N=C(C2SC3C=CC=CC=3C=2)N=1)(C1C=CC=CC=1)C1C=CC=CC=1, predict the reaction product. The product is: [S:41]1[C:37]2[CH:36]=[C:35]([C:2]3[N:11]=[C:10]([NH:12][CH2:13][CH:14]([C:21]4[CH:26]=[CH:25][CH:24]=[CH:23][CH:22]=4)[C:15]4[CH:20]=[CH:19][CH:18]=[CH:17][CH:16]=4)[C:9]4[C:4](=[CH:5][CH:6]=[CH:7][CH:8]=4)[N:3]=3)[CH:43]=[CH:42][C:38]=2[N:39]=[CH:40]1. (2) Given the reactants [F:1][C:2]1[CH:10]=[C:9]2[C:5]([C:6](I)=[CH:7][N:8]2[S:11]([C:14]2[CH:19]=[CH:18][CH:17]=[CH:16][CH:15]=2)(=[O:13])=[O:12])=[CH:4][CH:3]=1.[CH3:21][C:22]1[CH:23]=[N:24][CH:25]=[C:26](B2OC(C)(C)C(C)(C)O2)[CH:27]=1, predict the reaction product. The product is: [F:1][C:2]1[CH:10]=[C:9]2[C:5]([C:6]([C:26]3[CH:25]=[N:24][CH:23]=[C:22]([CH3:21])[CH:27]=3)=[CH:7][N:8]2[S:11]([C:14]2[CH:19]=[CH:18][CH:17]=[CH:16][CH:15]=2)(=[O:13])=[O:12])=[CH:4][CH:3]=1. (3) Given the reactants [Cl:1][C:2]1[N:7]=[C:6](Cl)[CH:5]=[CH:4][N:3]=1.[CH3:9][N:10]([CH3:20])[C:11]1[N:16]=[CH:15][C:14](B(O)O)=[CH:13][CH:12]=1.C(N(CC)CC)C, predict the reaction product. The product is: [Cl:1][C:2]1[N:7]=[C:6]([C:14]2[CH:15]=[N:16][C:11]([N:10]([CH3:20])[CH3:9])=[CH:12][CH:13]=2)[CH:5]=[CH:4][N:3]=1. (4) Given the reactants [Cl:1][C:2]1[C:3]([O:17][CH3:18])=[N:4][CH:5]=[C:6]([Cl:16])[C:7]=1[CH2:8][CH2:9][NH:10][CH2:11][C:12]([CH3:15])([CH3:14])[CH3:13].C([O:21][C:22]([C@H:24]1[CH2:29][CH2:28][C@H:27]([N:30]2[C:34]([C:35]([F:38])([F:37])[F:36])=[C:33]([C:39](O)=[O:40])[CH:32]=[N:31]2)[CH2:26][C@H:25]1[CH3:42])=[O:23])C, predict the reaction product. The product is: [Cl:1][C:2]1[C:3]([O:17][CH3:18])=[N:4][CH:5]=[C:6]([Cl:16])[C:7]=1[CH2:8][CH2:9][N:10]([CH2:11][C:12]([CH3:15])([CH3:13])[CH3:14])[C:39]([C:33]1[CH:32]=[N:31][N:30]([C@H:27]2[CH2:28][CH2:29][C@H:24]([C:22]([OH:23])=[O:21])[C@H:25]([CH3:42])[CH2:26]2)[C:34]=1[C:35]([F:38])([F:36])[F:37])=[O:40]. (5) Given the reactants Cl[C:2]1[N:3]=[C:4]([N:13]2[CH2:18][CH2:17][O:16][CH2:15][CH2:14]2)[C:5]2[S:10][C:9]([CH:11]=[O:12])=[CH:8][C:6]=2[N:7]=1.[C:19](Cl)(=O)C(Cl)=O.CN(C)C=O.[CH3:30][O:31][CH2:32][CH2:33][NH2:34], predict the reaction product. The product is: [CH3:30][O:31][CH2:32][CH2:33][NH:34][C:11]([C:9]1[S:10][C:5]2[C:4]([N:13]3[CH2:18][CH2:17][O:16][CH2:15][CH2:14]3)=[N:3][C:2]([CH3:19])=[N:7][C:6]=2[CH:8]=1)=[O:12]. (6) Given the reactants [CH2:1]([O:3][C:4]([C:6]1[N:7]=[C:8]([C:18]#[N:19])[C:9]2[C:14]([C:15]=1[OH:16])=[CH:13][CH:12]=[C:11](Br)[CH:10]=2)=[O:5])[CH3:2].[F:20][C:21]1[CH:29]=[CH:28][C:24]([C:25]([NH2:27])=[O:26])=[CH:23][CH:22]=1, predict the reaction product. The product is: [CH2:1]([O:3][C:4]([C:6]1[N:7]=[C:8]([C:18]#[N:19])[C:9]2[C:14]([C:15]=1[OH:16])=[CH:13][CH:12]=[C:11]([NH:27][C:25](=[O:26])[C:24]1[CH:28]=[CH:29][C:21]([F:20])=[CH:22][CH:23]=1)[CH:10]=2)=[O:5])[CH3:2].